This data is from Catalyst prediction with 721,799 reactions and 888 catalyst types from USPTO. The task is: Predict which catalyst facilitates the given reaction. Reactant: [N:1]1[CH:6]=[CH:5][CH:4]=[CH:3][C:2]=1[C:7]1[NH:8][C:9]([C:12]2[CH:13]=[N:14][NH:15][C:16]=2[NH2:17])=[CH:10][N:11]=1.[CH2:18]([CH:20]([C:26](=O)[CH3:27])[C:21](OCC)=[O:22])[CH3:19]. Product: [CH2:26]([C:20]1[C:21](=[O:22])[N:15]2[N:14]=[CH:13][C:12]([C:9]3[NH:8][C:7]([C:2]4[CH:3]=[CH:4][CH:5]=[CH:6][N:1]=4)=[N:11][CH:10]=3)=[C:16]2[NH:17][C:18]=1[CH3:19])[CH3:27]. The catalyst class is: 52.